Predict the reaction yield, written as a fraction of the theoretical maximum amount of product (1.0 means a 100% yield; for example, 0.34 means a 34% yield). From a dataset of Reaction yield outcomes from USPTO patents with 853,638 reactions. (1) The yield is 0.470. No catalyst specified. The product is [CH3:8][C@H:9]1[CH2:14][CH2:13][CH2:12][C@@H:11]([CH3:15])[N:10]1[CH2:4][CH2:5][CH2:6][OH:7]. The reactants are [I-].[K+].Cl[CH2:4][CH2:5][CH2:6][OH:7].[CH3:8][C@H:9]1[CH2:14][CH2:13][CH2:12][C@@H:11]([CH3:15])[NH:10]1. (2) The reactants are CC(C)([O-])C.[K+].[F:7][C:8]1[CH:9]=[C:10]([CH:20]=[CH:21][C:22]=1[O:23][CH3:24])[CH2:11]P(=O)(OCC)OCC.O=[C:26]1[CH2:31][CH2:30][N:29]([C:32]([O:34][C:35]([CH3:38])([CH3:37])[CH3:36])=[O:33])[CH2:28][CH2:27]1. The catalyst is C1COCC1. The product is [F:7][C:8]1[CH:9]=[C:10]([CH:20]=[CH:21][C:22]=1[O:23][CH3:24])[CH:11]=[C:26]1[CH2:31][CH2:30][N:29]([C:32]([O:34][C:35]([CH3:38])([CH3:37])[CH3:36])=[O:33])[CH2:28][CH2:27]1. The yield is 0.660. (3) The reactants are [CH3:1][N:2]([CH3:10])[CH2:3]/[CH:4]=[CH:5]/[C:6]([O:8]C)=[O:7].[OH-].[Na+].[ClH:13]. The catalyst is CO.O. The product is [ClH:13].[CH3:1][N:2]([CH3:10])[CH2:3]/[CH:4]=[CH:5]/[C:6]([OH:8])=[O:7]. The yield is 0.510. (4) The reactants are Cl[C:2]1[CH:3]=[CH:4][C:5]2[O:14][CH2:13][CH2:12][C:11]3[CH:10]=[C:9]([C:15]4[N:16]([C:20]5[CH:25]=[CH:24][C:23]([F:26])=[CH:22][C:21]=5[F:27])[N:17]=[CH:18][N:19]=4)[S:8][C:7]=3[C:6]=2[N:28]=1.[N:29]1([C:35]([O:37][C:38]([CH3:41])([CH3:40])[CH3:39])=[O:36])[CH2:34][CH2:33][NH:32][CH2:31][CH2:30]1.CC(C1C=C(C(C)C)C(C2C=CC=CC=2P(C2CCCCC2)C2CCCCC2)=C(C(C)C)C=1)C.C(O[Na])(C)(C)C. The catalyst is O1CCOCC1. The product is [C:38]([O:37][C:35]([N:29]1[CH2:34][CH2:33][N:32]([C:2]2[CH:3]=[CH:4][C:5]3[O:14][CH2:13][CH2:12][C:11]4[CH:10]=[C:9]([C:15]5[N:16]([C:20]6[CH:25]=[CH:24][C:23]([F:26])=[CH:22][C:21]=6[F:27])[N:17]=[CH:18][N:19]=5)[S:8][C:7]=4[C:6]=3[N:28]=2)[CH2:31][CH2:30]1)=[O:36])([CH3:41])([CH3:39])[CH3:40]. The yield is 0.540. (5) The reactants are [CH3:1][N:2]1[N:6]=[N:5][C:4]([C:7]2[CH:28]=[CH:27][C:10]3[N:11]([CH2:14][C:15]4[CH:26]=[CH:25][C:18]5[N:19]=[C:20](S(C)=O)[S:21][C:17]=5[CH:16]=4)[CH:12]=[N:13][C:9]=3[CH:8]=2)=[N:3]1.Cl.[NH2:30][C@@H:31]1[CH2:36][CH2:35][CH2:34][C@@H:33]([OH:37])[C@H:32]1[OH:38].CCN(C(C)C)C(C)C. The catalyst is CN1C(=O)CCC1. The product is [CH3:1][N:2]1[N:6]=[N:5][C:4]([C:7]2[CH:28]=[CH:27][C:10]3[N:11]([CH2:14][C:15]4[CH:26]=[CH:25][C:18]5[N:19]=[C:20]([NH:30][C@@H:31]6[CH2:36][CH2:35][CH2:34][C@@H:33]([OH:37])[C@H:32]6[OH:38])[S:21][C:17]=5[CH:16]=4)[CH:12]=[N:13][C:9]=3[CH:8]=2)=[N:3]1. The yield is 0.100.